The task is: Predict the reaction yield, written as a fraction of the theoretical maximum amount of product (1.0 means a 100% yield; for example, 0.34 means a 34% yield).. This data is from Reaction yield outcomes from USPTO patents with 853,638 reactions. (1) The reactants are [CH3:1][O:2][C:3]1[CH:8]=[CH:7][C:6]([S:9][C:10]2[CH:15]=[CH:14][N:13]=[C:12]([NH:16][C:17]3[CH:22]=[CH:21][C:20]([NH2:23])=[CH:19][CH:18]=3)[N:11]=2)=[CH:5][CH:4]=1.[C:24](O)(=[O:28])[C:25]([CH3:27])=[CH2:26]. No catalyst specified. The product is [CH3:1][O:2][C:3]1[CH:4]=[CH:5][C:6]([S:9][C:10]2[CH:15]=[CH:14][N:13]=[C:12]([NH:16][C:17]3[CH:22]=[CH:21][C:20]([NH:23][C:24](=[O:28])[C:25]([CH3:27])=[CH2:26])=[CH:19][CH:18]=3)[N:11]=2)=[CH:7][CH:8]=1. The yield is 0.470. (2) The reactants are [Cl:1][C:2]1[C:3]2[C:10](I)=[CH:9][N:8](S(C3C=CC=CC=3)(=O)=O)[C:4]=2[N:5]=[CH:6][N:7]=1.[Cl:21][C:22]1[CH:27]=[CH:26][CH:25]=[CH:24][C:23]=1B(O)O.C([O-])([O-])=O.[Na+].[Na+]. The catalyst is O1CCOCC1.O.C1C=CC([P]([Pd]([P](C2C=CC=CC=2)(C2C=CC=CC=2)C2C=CC=CC=2)([P](C2C=CC=CC=2)(C2C=CC=CC=2)C2C=CC=CC=2)[P](C2C=CC=CC=2)(C2C=CC=CC=2)C2C=CC=CC=2)(C2C=CC=CC=2)C2C=CC=CC=2)=CC=1. The product is [Cl:1][C:2]1[C:3]2[C:10]([C:23]3[CH:24]=[CH:25][CH:26]=[CH:27][C:22]=3[Cl:21])=[CH:9][NH:8][C:4]=2[N:5]=[CH:6][N:7]=1. The yield is 0.630.